Task: Regression. Given a peptide amino acid sequence and an MHC pseudo amino acid sequence, predict their binding affinity value. This is MHC class I binding data.. Dataset: Peptide-MHC class I binding affinity with 185,985 pairs from IEDB/IMGT (1) The peptide sequence is FSFPQITLW. The MHC is HLA-A23:01 with pseudo-sequence HLA-A23:01. The binding affinity (normalized) is 0.174. (2) The peptide sequence is RQMKSGGRF. The MHC is HLA-A11:01 with pseudo-sequence HLA-A11:01. The binding affinity (normalized) is 0.0847. (3) The peptide sequence is PYCTIAPVGI. The MHC is HLA-A30:02 with pseudo-sequence HLA-A30:02. The binding affinity (normalized) is 0.260. (4) The peptide sequence is AMITYITRK. The MHC is HLA-A26:01 with pseudo-sequence HLA-A26:01. The binding affinity (normalized) is 0.0847. (5) The peptide sequence is RQAPGKGLEWV. The MHC is HLA-A02:02 with pseudo-sequence HLA-A02:02. The binding affinity (normalized) is 0.358.